Dataset: Forward reaction prediction with 1.9M reactions from USPTO patents (1976-2016). Task: Predict the product of the given reaction. (1) Given the reactants [F:1][C:2]1([F:39])[O:6][C:5]2[CH:7]=[CH:8][C:9]([C:11]3([C:14]([NH:16][C:17]4[CH:22]=[CH:21][C:20]([CH3:23])=[C:19]([C:24]5[CH:29]=[CH:28][C:27]([O:30][CH2:31][C@@H:32]6[CH2:36][O:35]C(C)(C)[O:33]6)=[CH:26][CH:25]=5)[N:18]=4)=[O:15])[CH2:13][CH2:12]3)=[CH:10][C:4]=2[O:3]1.CC1C=CC(S(O)(=O)=O)=CC=1, predict the reaction product. The product is: [F:39][C:2]1([F:1])[O:6][C:5]2[CH:7]=[CH:8][C:9]([C:11]3([C:14]([NH:16][C:17]4[CH:22]=[CH:21][C:20]([CH3:23])=[C:19]([C:24]5[CH:29]=[CH:28][C:27]([O:30][CH2:31][C@@H:32]([OH:33])[CH2:36][OH:35])=[CH:26][CH:25]=5)[N:18]=4)=[O:15])[CH2:13][CH2:12]3)=[CH:10][C:4]=2[O:3]1. (2) Given the reactants C(=O)(OCC)[O:2][C:3]1[CH:8]=[CH:7][C:6]([S:9]([N:12]2[C:21]3[C:16](=[CH:17][C:18]([Br:22])=[CH:19][CH:20]=3)[NH:15][C:14](=[O:23])[C@@H:13]2[CH2:24][CH3:25])(=[O:11])=[O:10])=[CH:5][CH:4]=1.IC.[CH2:32]([C@@H]1N(S(C2C=CC(O)=CC=2)(=O)=O)C2C(=CC=C(F)C=2)N(CCC)C1=O)C, predict the reaction product. The product is: [Br:22][C:18]1[CH:17]=[C:16]2[C:21]([N:12]([S:9]([C:6]3[CH:7]=[CH:8][C:3]([OH:2])=[CH:4][CH:5]=3)(=[O:11])=[O:10])[C@@H:13]([CH2:24][CH3:25])[C:14](=[O:23])[N:15]2[CH3:32])=[CH:20][CH:19]=1. (3) Given the reactants [OH-].[K+].[F:3][C:4]1[CH:9]=[CH:8][C:7]([C:10]2[O:22][C:13]3[CH:14]=[CH:15][C:16]4[O:20][CH:19]([CH3:21])[CH2:18][C:17]=4[C:12]=3[C:11]=2[C:23]([O:25]C)=[O:24])=[CH:6][CH:5]=1.Cl, predict the reaction product. The product is: [F:3][C:4]1[CH:9]=[CH:8][C:7]([C:10]2[O:22][C:13]3[CH:14]=[CH:15][C:16]4[O:20][CH:19]([CH3:21])[CH2:18][C:17]=4[C:12]=3[C:11]=2[C:23]([OH:25])=[O:24])=[CH:6][CH:5]=1. (4) Given the reactants [CH3:1][C:2]1[C:3]([S:8]([N:11]([CH2:19][C:20](O)=[O:21])[C:12]2[CH:13]=[C:14]([CH3:18])[CH:15]=[CH:16][CH:17]=2)(=[O:10])=[O:9])=[N:4][CH:5]=[CH:6][CH:7]=1.[N:23]1[CH:28]=[CH:27][CH:26]=[CH:25][C:24]=1[CH2:29][NH:30][CH2:31][CH2:32][OH:33], predict the reaction product. The product is: [OH:33][CH2:32][CH2:31][N:30]([CH2:29][C:24]1[CH:25]=[CH:26][CH:27]=[CH:28][N:23]=1)[C:20](=[O:21])[CH2:19][N:11]([S:8]([C:3]1[C:2]([CH3:1])=[CH:7][CH:6]=[CH:5][N:4]=1)(=[O:9])=[O:10])[C:12]1[CH:13]=[C:14]([CH3:18])[CH:15]=[CH:16][CH:17]=1. (5) Given the reactants [NH2:1][C@@H:2]1[CH2:7][CH2:6][CH2:5][N:4]([C:8]2[N:13]([CH2:14][C:15]3[CH:22]=[CH:21][CH:20]=[CH:19][C:16]=3[C:17]#[N:18])[C:12](=[O:23])[N:11]([CH2:24]C3C=CC=C(C#N)C=3)[C:10](=[O:33])[CH:9]=2)[CH2:3]1.BrC[C:36]1[C:37]([C:42]#[N:43])=[CH:38][CH:39]=[CH:40][CH:41]=1, predict the reaction product. The product is: [NH2:1][C@@H:2]1[CH2:7][CH2:6][CH2:5][N:4]([C:8]2[N:13]([CH2:14][C:15]3[CH:22]=[CH:21][CH:20]=[CH:19][C:16]=3[C:17]#[N:18])[C:12](=[O:23])[N:11]([CH2:24][C:36]3[CH:41]=[CH:40][CH:39]=[CH:38][C:37]=3[C:42]#[N:43])[C:10](=[O:33])[CH:9]=2)[CH2:3]1. (6) Given the reactants [F:1][C:2]1[CH:37]=[C:6]2[CH:7]=[CH:8][C:9]3=[N:10][NH:11][C:12]4[C:13](=[CH:14][N:15]([CH3:36])[CH2:16][C:17]=4[C:18]4[CH2:19][CH2:20][N:21]([CH:24]5[CH2:29][CH2:28][C:27](=[C:30]([CH3:35])[C:31]([O:33]C)=[O:32])[CH2:26][CH2:25]5)[CH2:22][CH:23]=4)[C:4](=[C:5]23)[CH:3]=1.[Li+].[OH-].Cl, predict the reaction product. The product is: [F:1][C:2]1[CH:37]=[C:6]2[CH:7]=[CH:8][C:9]3=[N:10][NH:11][C:12]4[C:13](=[CH:14][N:15]([CH3:36])[CH2:16][C:17]=4[C:18]4[CH2:19][CH2:20][N:21]([CH:24]5[CH2:25][CH2:26][C:27](=[C:30]([CH3:35])[C:31]([OH:33])=[O:32])[CH2:28][CH2:29]5)[CH2:22][CH:23]=4)[C:4](=[C:5]23)[CH:3]=1. (7) Given the reactants [Cl:1][C:2]1[CH:7]=[C:6]([Cl:8])[N:5]=[C:4](SC)[N:3]=1.O[O:12][S:13]([O-:15])=O.[K+].[CH3:17]COC(C)=O, predict the reaction product. The product is: [Cl:1][C:2]1[CH:7]=[C:6]([Cl:8])[N:5]=[C:4]([S:13]([CH3:17])(=[O:15])=[O:12])[N:3]=1. (8) Given the reactants [O:1]=[C:2]1[NH:6][C@@H:5]([C:7]([OH:9])=O)[CH2:4][CH2:3]1.CN(C(ON1N=NC2C=CC=NC1=2)=[N+](C)C)C.F[P-](F)(F)(F)(F)F.[F:34][C@H:35]1[C@@H:40]([O:41][C:42]2[CH:49]=[CH:48][C:47]([C:50]3[N:55]=[C:54]([NH:56][C:57]4[CH:62]=[CH:61][C:60]([N:63]5[CH2:68][CH2:67][N:66]([CH:69]6[CH2:72][O:71][CH2:70]6)[CH2:65][CH2:64]5)=[CH:59][CH:58]=4)[N:53]=[CH:52][N:51]=3)=[CH:46][C:43]=2[C:44]#[N:45])[CH2:39][CH2:38][NH:37][CH2:36]1.CCN(C(C)C)C(C)C, predict the reaction product. The product is: [F:34][C@H:35]1[CH:40]([O:41][C:42]2[CH:49]=[CH:48][C:47]([C:50]3[N:55]=[C:54]([NH:56][C:57]4[CH:62]=[CH:61][C:60]([N:63]5[CH2:64][CH2:65][N:66]([CH:69]6[CH2:72][O:71][CH2:70]6)[CH2:67][CH2:68]5)=[CH:59][CH:58]=4)[N:53]=[CH:52][N:51]=3)=[CH:46][C:43]=2[C:44]#[N:45])[CH2:39][CH2:38][N:37]([C:7]([C@H:5]2[CH2:4][CH2:3][C:2](=[O:1])[NH:6]2)=[O:9])[CH2:36]1.